From a dataset of Forward reaction prediction with 1.9M reactions from USPTO patents (1976-2016). Predict the product of the given reaction. Given the reactants [N+:1]([C:4]1[CH:9]=[CH:8][CH:7]=[CH:6][CH:5]=1)([O-:3])=O.O.[NH4+:11].[Cl-], predict the reaction product. The product is: [N+:1]([C:4]1[CH:9]=[CH:8][CH:7]=[CH:6][CH:5]=1)(=[N:11][C:4]1[CH:9]=[CH:8][CH:7]=[CH:6][CH:5]=1)[O-:3].